This data is from Reaction yield outcomes from USPTO patents with 853,638 reactions. The task is: Predict the reaction yield, written as a fraction of the theoretical maximum amount of product (1.0 means a 100% yield; for example, 0.34 means a 34% yield). (1) The reactants are C([O:3][C:4]([C:6]1[C:7]([CH2:12][CH2:13][CH2:14][CH3:15])=[N:8][O:9][C:10]=1[CH3:11])=O)C.[H-].[Al+3].[Li+].[H-].[H-].[H-]. The catalyst is C1COCC1. The product is [CH2:12]([C:7]1[C:6]([CH2:4][OH:3])=[C:10]([CH3:11])[O:9][N:8]=1)[CH2:13][CH2:14][CH3:15]. The yield is 0.950. (2) The reactants are O([Si](C)(C)C)S(C(F)(F)F)(=O)=O.[OH:13][CH:14]([C:17]1[CH:18]=[C:19]([CH:22]=[CH:23][CH:24]=1)[C:20]#[N:21])[CH2:15][OH:16].N1C(C)=CC=C[C:26]=1C.C(OCC)(=O)C. The catalyst is COCOC.O. The product is [O:16]1[CH2:15][CH:14]([C:17]2[CH:18]=[C:19]([CH:22]=[CH:23][CH:24]=2)[C:20]#[N:21])[O:13][CH2:26]1. The yield is 0.590. (3) The reactants are [CH3:1][O:2][C:3]1[CH:4]=[C:5]([CH:8]=[C:9]([O:11][CH3:12])[CH:10]=1)[CH:6]=O.C(O)(=O)[CH2:14][C:15]([OH:17])=[O:16].N1CCCCC1. The catalyst is N1C=CC=CC=1. The product is [CH3:1][O:2][C:3]1[CH:4]=[C:5]([CH:6]=[CH:14][C:15]([OH:17])=[O:16])[CH:8]=[C:9]([O:11][CH3:12])[CH:10]=1. The yield is 0.918. (4) The reactants are [C:1]([O:9][CH2:10][C:11]([NH2:13])=[S:12])(=[O:8])[C:2]1[CH:7]=[CH:6][CH:5]=[CH:4][CH:3]=1.[Cl:14][CH2:15][C:16](=O)[CH2:17]Cl. The catalyst is C(O)C. The product is [C:1]([O:9][CH2:10][C:11]1[S:12][CH:17]=[C:16]([CH2:15][Cl:14])[N:13]=1)(=[O:8])[C:2]1[CH:7]=[CH:6][CH:5]=[CH:4][CH:3]=1. The yield is 0.450. (5) The catalyst is CN1C(=O)CCC1.Cl.CO.C(Cl)Cl. The yield is 0.120. The product is [C:1]([NH:5][C:6]1[CH:7]=[C:8]([C:15]2[CH:23]=[CH:22][C:21]([C:24]([NH2:26])=[O:25])=[C:20]3[C:16]=2[CH:17]=[C:18]([C:27]2[CH2:32][CH2:31][N:30]([S:33]([CH3:36])(=[O:34])=[O:35])[CH2:29][CH:28]=2)[NH:19]3)[CH:9]=[C:10]([NH2:12])[CH:11]=1)(=[O:4])[CH:2]=[CH2:3]. The reactants are [C:1]([NH:5][C:6]1[CH:7]=[C:8]([C:15]2[CH:23]=[CH:22][C:21]([C:24]([NH2:26])=[O:25])=[C:20]3[C:16]=2[CH:17]=[C:18]([C:27]2[CH2:28][CH2:29][N:30]([S:33]([CH3:36])(=[O:35])=[O:34])[CH2:31][CH:32]=2)[NH:19]3)[CH:9]=[C:10]([N+:12]([O-])=O)[CH:11]=1)(=[O:4])[CH:2]=[CH2:3].BrC1C=CC(C(N)=O)=C2C=1C=C(C1CCN(S(C)(=O)=O)CC=1)N2.Cl.NC1C=C(B(O)O)C=C([N+]([O-])=O)C=1.C(Cl)(=O)C=C.[Sn](Cl)Cl.[OH-].[Na+]. (6) The reactants are [CH3:1][O:2][C:3]1[C:11]([CH3:12])=[C:10]2[C:6]([C:7](=[O:13])[O:8][CH2:9]2)=[C:5]([O:14][CH2:15][CH2:16][Si:17]([CH3:20])([CH3:19])[CH3:18])[C:4]=1[CH2:21][CH:22]=[C:23]([CH3:26])[CH:24]=[O:25].[Li+].[BH4-]. The catalyst is CO.C1COCC1. The product is [OH:25][CH2:24][C:23]([CH3:26])=[CH:22][CH2:21][C:4]1[C:5]([O:14][CH2:15][CH2:16][Si:17]([CH3:18])([CH3:20])[CH3:19])=[C:6]2[C:10]([CH2:9][O:8][C:7]2=[O:13])=[C:11]([CH3:12])[C:3]=1[O:2][CH3:1]. The yield is 0.970.